From a dataset of Reaction yield outcomes from USPTO patents with 853,638 reactions. Predict the reaction yield, written as a fraction of the theoretical maximum amount of product (1.0 means a 100% yield; for example, 0.34 means a 34% yield). The reactants are [Cl:1][C:2]1[CH:7]=[CH:6][C:5]([CH2:8][C:9]([OH:11])=O)=[CH:4][CH:3]=1.C(OC1C=CC2C(=CC=CC=2)N1C(OCC)=O)C.[O:30]=[C:31]1[CH2:36][O:35][CH2:34][CH2:33][N:32]1[C:37]1[CH:42]=[CH:41][C:40]([NH:43][C:44]([C@H:46]2[CH2:50][C@@H:49]([OH:51])[CH2:48][NH:47]2)=[O:45])=[CH:39][CH:38]=1.C(N(CC)CC)C. The catalyst is C1(C)C=CC=CC=1. The product is [O:30]=[C:31]1[CH2:36][O:35][CH2:34][CH2:33][N:32]1[C:37]1[CH:38]=[CH:39][C:40]([NH:43][C:44]([C@H:46]2[CH2:50][C@@H:49]([OH:51])[CH2:48][N:47]2[C:9](=[O:11])[CH2:8][C:5]2[CH:4]=[CH:3][C:2]([Cl:1])=[CH:7][CH:6]=2)=[O:45])=[CH:41][CH:42]=1. The yield is 0.464.